Dataset: Catalyst prediction with 721,799 reactions and 888 catalyst types from USPTO. Task: Predict which catalyst facilitates the given reaction. Product: [C:21]([O:20][C:18]([N:7]1[CH2:8][CH:3]([CH3:2])[CH2:4][CH2:5][CH:6]1[C:9]([OH:11])=[O:10])=[O:19])([CH3:24])([CH3:23])[CH3:22]. The catalyst class is: 95. Reactant: Cl.[CH3:2][CH:3]1[CH2:8][NH:7][CH:6]([C:9]([OH:11])=[O:10])[CH2:5][CH2:4]1.C(=O)([O-])[O-].[K+].[K+].[C:18](O[C:18]([O:20][C:21]([CH3:24])([CH3:23])[CH3:22])=[O:19])([O:20][C:21]([CH3:24])([CH3:23])[CH3:22])=[O:19].